The task is: Predict hERG channel inhibition at various concentrations.. This data is from hERG Central: cardiac toxicity at 1µM, 10µM, and general inhibition. (1) The drug is COc1ccc(C(=O)COC(=O)CNC(=O)c2ccc(OC)cc2)cc1. Results: hERG_inhib (hERG inhibition (general)): blocker. (2) The compound is Cl.O=C(COc1ccccc1)N1CCN(CC(O)COc2ccccc2)CC1. Results: hERG_inhib (hERG inhibition (general)): blocker. (3) Results: hERG_inhib (hERG inhibition (general)): blocker. The compound is CCN(CC)C(=O)/C(=C/c1ccc2c(c1)OCO2)NC(=O)c1ccc(Br)cc1. (4) The drug is COCc1c(C(=O)N2CCN(Cc3nc4ccccc4s3)CC2)oc2ccccc12. Results: hERG_inhib (hERG inhibition (general)): blocker. (5) The molecule is Cl.OCCNc1nc(N2CCN(Cc3ccccc3)CC2)nc2ccccc12. Results: hERG_inhib (hERG inhibition (general)): blocker.